From a dataset of Forward reaction prediction with 1.9M reactions from USPTO patents (1976-2016). Predict the product of the given reaction. Given the reactants [NH2:1][NH:2][C:3]([C:5]1[C:10]([C:11]([F:14])([F:13])[F:12])=[CH:9][CH:8]=[CH:7][N:6]=1)=[NH:4].[CH3:15][C:16]1[CH:17]=[CH:18][C:19]([OH:24])=[C:20]([CH:23]=1)[CH:21]=O, predict the reaction product. The product is: [CH3:15][C:16]1[CH:17]=[CH:18][C:19]([OH:24])=[C:20]([C:21]2[NH:1][N:2]=[C:3]([C:5]3[C:10]([C:11]([F:12])([F:13])[F:14])=[CH:9][CH:8]=[CH:7][N:6]=3)[N:4]=2)[CH:23]=1.